This data is from Full USPTO retrosynthesis dataset with 1.9M reactions from patents (1976-2016). The task is: Predict the reactants needed to synthesize the given product. Given the product [CH2:14]([S:16][C:17]1[CH:21]=[C:20]([C:22]([F:25])([F:24])[F:23])[S:19][C:18]=1[C:26]1[N:2]([CH3:1])[C:3]2=[N:4][CH:5]=[C:6]([C:10]([F:11])([F:12])[F:13])[CH:7]=[C:8]2[N:9]=1)[CH3:15], predict the reactants needed to synthesize it. The reactants are: [CH3:1][NH:2][C:3]1[C:8]([NH2:9])=[CH:7][C:6]([C:10]([F:13])([F:12])[F:11])=[CH:5][N:4]=1.[CH2:14]([S:16][C:17]1[CH:21]=[C:20]([C:22]([F:25])([F:24])[F:23])[S:19][C:18]=1[C:26](O)=O)[CH3:15].CCN=C=NCCCN(C)C.Cl.N1C=CC=CC=1.